This data is from NCI-60 drug combinations with 297,098 pairs across 59 cell lines. The task is: Regression. Given two drug SMILES strings and cell line genomic features, predict the synergy score measuring deviation from expected non-interaction effect. (1) Synergy scores: CSS=66.1, Synergy_ZIP=-7.63, Synergy_Bliss=-4.74, Synergy_Loewe=-4.16, Synergy_HSA=-0.887. Drug 2: C1CCC(C(C1)N)N.C(=O)(C(=O)[O-])[O-].[Pt+4]. Drug 1: CC(CN1CC(=O)NC(=O)C1)N2CC(=O)NC(=O)C2. Cell line: HL-60(TB). (2) Drug 1: CCC1(CC2CC(C3=C(CCN(C2)C1)C4=CC=CC=C4N3)(C5=C(C=C6C(=C5)C78CCN9C7C(C=CC9)(C(C(C8N6C)(C(=O)OC)O)OC(=O)C)CC)OC)C(=O)OC)O.OS(=O)(=O)O. Drug 2: C1CNP(=O)(OC1)N(CCCl)CCCl. Cell line: LOX IMVI. Synergy scores: CSS=-1.61, Synergy_ZIP=0.888, Synergy_Bliss=0.0281, Synergy_Loewe=-0.124, Synergy_HSA=-1.17. (3) Cell line: HT29. Drug 2: C1=C(C(=O)NC(=O)N1)N(CCCl)CCCl. Drug 1: C1=CC(=C2C(=C1NCCNCCO)C(=O)C3=C(C=CC(=C3C2=O)O)O)NCCNCCO. Synergy scores: CSS=49.1, Synergy_ZIP=-6.14, Synergy_Bliss=-5.53, Synergy_Loewe=-18.8, Synergy_HSA=-1.82. (4) Drug 1: CN(C(=O)NC(C=O)C(C(C(CO)O)O)O)N=O. Drug 2: CC1CCCC2(C(O2)CC(NC(=O)CC(C(C(=O)C(C1O)C)(C)C)O)C(=CC3=CSC(=N3)C)C)C. Cell line: SK-MEL-2. Synergy scores: CSS=61.5, Synergy_ZIP=2.72, Synergy_Bliss=1.76, Synergy_Loewe=-7.93, Synergy_HSA=4.36.